Dataset: Forward reaction prediction with 1.9M reactions from USPTO patents (1976-2016). Task: Predict the product of the given reaction. The product is: [NH2:25][C:5]1[CH:4]=[CH:3][C:2]([CH3:1])=[CH:7][C:6]=1[NH:8][CH:9]1[CH2:10][CH2:11][N:12]([C@H:15]2[CH2:20][CH2:19][C@@H:18]([O:21][CH2:22][CH2:23][CH3:24])[CH2:17][CH2:16]2)[CH2:13][CH2:14]1. Given the reactants [CH3:1][C:2]1[CH:3]=[CH:4][C:5]([N+:25]([O-])=O)=[C:6]([NH:8][CH:9]2[CH2:14][CH2:13][N:12]([C@H:15]3[CH2:20][CH2:19][C@@H:18]([O:21][CH2:22][CH2:23][CH3:24])[CH2:17][CH2:16]3)[CH2:11][CH2:10]2)[CH:7]=1.O.NN, predict the reaction product.